Task: Predict which catalyst facilitates the given reaction.. Dataset: Catalyst prediction with 721,799 reactions and 888 catalyst types from USPTO (1) Reactant: FC(F)(F)S(O[Si:7]([CH3:10])([CH3:9])[CH3:8])(=O)=O.[N+:13](=[CH:15][C:16]([O:18][CH2:19][CH3:20])=[O:17])=[N-:14].C(N(C(C)C)CC)(C)C. Product: [CH3:8][Si:7]([C:15](=[N+:13]=[N-:14])[C:16]([O:18][CH2:19][CH3:20])=[O:17])([CH3:10])[CH3:9]. The catalyst class is: 27. (2) Reactant: C(OC(=O)[NH:7][C:8]1[CH:13]=[C:12]([Cl:14])[C:11]([C:15]([F:18])([F:17])[F:16])=[CH:10][C:9]=1[NH:19][C:20](=[O:37])[CH2:21][C:22]([C:24]1[CH:29]=[CH:28][CH:27]=[C:26]([C:30]2[CH:35]=[CH:34][N:33]=[C:32]([CH3:36])[CH:31]=2)[CH:25]=1)=O)(C)(C)C.C(O)(C(F)(F)F)=O. Product: [Cl:14][C:12]1[C:11]([C:15]([F:18])([F:17])[F:16])=[CH:10][C:9]2[NH:19][C:20](=[O:37])[CH2:21][C:22]([C:24]3[CH:29]=[CH:28][CH:27]=[C:26]([C:30]4[CH:35]=[CH:34][N:33]=[C:32]([CH3:36])[CH:31]=4)[CH:25]=3)=[N:7][C:8]=2[CH:13]=1. The catalyst class is: 2. (3) Reactant: [F:1][C:2]1[CH:7]=[CH:6][C:5]([Mg]Br)=[CH:4][CH:3]=1.[O:10]=[C:11]1[CH2:14][N:13]([C:15]([O:17][C:18]([CH3:21])([CH3:20])[CH3:19])=[O:16])[CH2:12]1.[Cl-].[NH4+].Cl. Product: [F:1][C:2]1[CH:7]=[CH:6][C:5]([C:11]2([OH:10])[CH2:12][N:13]([C:15]([O:17][C:18]([CH3:20])([CH3:19])[CH3:21])=[O:16])[CH2:14]2)=[CH:4][CH:3]=1. The catalyst class is: 385. (4) Reactant: [N+:1]([C:4]1[CH:9]=[CH:8][C:7]([CH:10]2[O:14][CH2:13][CH2:12][O:11]2)=[CH:6][CH:5]=1)([O-:3])=[O:2].Cl[CH2:16][S:17]([C:20]1[C:29]2[C:24](=[CH:25][CH:26]=[CH:27][CH:28]=2)[CH:23]=[CH:22][CH:21]=1)(=[O:19])=[O:18].CC(C)([O-])C.[K+].Cl. Product: [C:20]1([S:17]([CH2:16][C:9]2[CH:8]=[C:7]([CH:10]3[O:11][CH2:12][CH2:13][O:14]3)[CH:6]=[CH:5][C:4]=2[N+:1]([O-:3])=[O:2])(=[O:19])=[O:18])[C:29]2[C:24](=[CH:25][CH:26]=[CH:27][CH:28]=2)[CH:23]=[CH:22][CH:21]=1. The catalyst class is: 1. (5) Reactant: [C:1]([O:4][C@@H:5]1[C@@H:31]([O:32][C:33](=[O:35])[CH3:34])[C@H:30]([O:36][C:37](=[O:39])[CH3:38])[C@@H:29]([CH2:40][O:41][C:42](=[O:44])[CH3:43])[O:28][C@@H:6]1[O:7][C@H:8]1[O:22][C@H:21]([CH2:23][O:24][C:25](=[O:27])[CH3:26])[C@@H:19](O)[C@H:14]([O:15][C:16](=[O:18])[CH3:17])[C@H:9]1[O:10][C:11](=[O:13])[CH3:12])(=[O:3])[CH3:2].CCN(S(F)(F)[F:51])CC.CCOC(C)=O. Product: [C:1]([O:4][C@@H:5]1[C@@H:31]([O:32][C:33](=[O:35])[CH3:34])[C@H:30]([O:36][C:37](=[O:39])[CH3:38])[C@@H:29]([CH2:40][O:41][C:42](=[O:44])[CH3:43])[O:28][C@@H:6]1[O:7][C@H:8]1[O:22][C@H:21]([CH2:23][O:24][C:25](=[O:27])[CH3:26])[C@H:19]([F:51])[C@H:14]([O:15][C:16](=[O:18])[CH3:17])[C@H:9]1[O:10][C:11](=[O:13])[CH3:12])(=[O:3])[CH3:2]. The catalyst class is: 166. (6) Reactant: [H-].[Na+].[C:3]([O:7][CH2:8][CH:9]([NH:17][CH2:18][C:19]1[CH:24]=[CH:23][C:22]([C:25]#[N:26])=[CH:21][C:20]=1[F:27])[C:10]([O:12][C:13]([CH3:16])([CH3:15])[CH3:14])=[O:11])([CH3:6])([CH3:5])[CH3:4].[CH3:28]I. Product: [C:3]([O:7][CH2:8][CH:9]([N:17]([CH2:18][C:19]1[CH:24]=[CH:23][C:22]([C:25]#[N:26])=[CH:21][C:20]=1[F:27])[CH3:28])[C:10]([O:12][C:13]([CH3:16])([CH3:15])[CH3:14])=[O:11])([CH3:4])([CH3:5])[CH3:6]. The catalyst class is: 3. (7) Reactant: Cl.Cl.[CH3:3][C:4]1[N:9]=[C:8]([N:10]2[CH2:15][CH2:14][CH:13]([NH2:16])[CH2:12][CH2:11]2)[CH:7]=[CH:6][N:5]=1.[CH2:17]([C:24]1[CH:29]=[C:28]([CH3:30])[N:27]=[C:26](Cl)[N:25]=1)[C:18]1[CH:23]=[CH:22][CH:21]=[CH:20][CH:19]=1.C(N(CC)C(C)C)(C)C. Product: [CH2:17]([C:24]1[CH:29]=[C:28]([CH3:30])[N:27]=[C:26]([NH:16][CH:13]2[CH2:14][CH2:15][N:10]([C:8]3[CH:7]=[CH:6][N:5]=[C:4]([CH3:3])[N:9]=3)[CH2:11][CH2:12]2)[N:25]=1)[C:18]1[CH:19]=[CH:20][CH:21]=[CH:22][CH:23]=1. The catalyst class is: 264.